From a dataset of Peptide-MHC class I binding affinity with 185,985 pairs from IEDB/IMGT. Regression. Given a peptide amino acid sequence and an MHC pseudo amino acid sequence, predict their binding affinity value. This is MHC class I binding data. (1) The peptide sequence is VAKEKNATL. The MHC is H-2-Db with pseudo-sequence H-2-Db. The binding affinity (normalized) is 0. (2) The peptide sequence is FLAFFSNGV. The MHC is HLA-A03:01 with pseudo-sequence HLA-A03:01. The binding affinity (normalized) is 0.0847. (3) The peptide sequence is MITMSAFLIV. The MHC is HLA-A02:01 with pseudo-sequence HLA-A02:01. The binding affinity (normalized) is 0.450. (4) The peptide sequence is FTSYKRFVT. The MHC is HLA-A68:02 with pseudo-sequence HLA-A68:02. The binding affinity (normalized) is 0.435.